Dataset: Full USPTO retrosynthesis dataset with 1.9M reactions from patents (1976-2016). Task: Predict the reactants needed to synthesize the given product. (1) The reactants are: COC[C@H](N[C:9]([O:11][CH3:12])=[O:10])C(O)=O.[NH2:13][C@@H:14]([C@H:18]([O:20][C:21]([CH3:24])([CH3:23])[CH3:22])[CH3:19])[C:15]([OH:17])=[O:16]. Given the product [C:21]([O:20][C@H:18]([CH3:19])[C@H:14]([NH:13][C:9]([O:11][CH3:12])=[O:10])[C:15]([OH:17])=[O:16])([CH3:23])([CH3:22])[CH3:24], predict the reactants needed to synthesize it. (2) Given the product [Cl:1][C:2]1[CH:3]=[C:4]2[NH:22][C:21]([O:31][C@H:32]3[C@H:36]4[O:37][CH2:38][CH:39]([CH2:40][C:41]([NH2:43])=[O:42])[C@H:35]4[O:34][CH2:33]3)=[N:20][C:5]2=[N:6][C:7]=1[C:8]1[CH:13]=[CH:12][C:11]([C:14]2[CH:15]=[CH:16][CH:17]=[CH:18][CH:19]=2)=[CH:10][CH:9]=1, predict the reactants needed to synthesize it. The reactants are: [Cl:1][C:2]1[CH:3]=[C:4]2[N:22](COCC[Si](C)(C)C)[C:21]([O:31][C@H:32]3[C@H:36]4[O:37][CH2:38][CH:39]([CH2:40][C:41]([NH2:43])=[O:42])[C@H:35]4[O:34][CH2:33]3)=[N:20][C:5]2=[N:6][C:7]=1[C:8]1[CH:13]=[CH:12][C:11]([C:14]2[CH:19]=[CH:18][CH:17]=[CH:16][CH:15]=2)=[CH:10][CH:9]=1.C(Cl)Cl. (3) Given the product [Cl:59][C:54]1[CH:55]=[CH:56][CH:57]=[C:58]2[C:53]=1[N:52]=[C:51]([C:60]1[CH:65]=[C:64]([CH3:66])[CH:63]=[CH:62][N:61]=1)[C:50]([CH3:67])=[C:49]2[NH:47][C:45]1[CH:44]=[CH:43][CH:42]=[C:41]([N:38]2[CH2:39][CH2:40][O:35][CH2:36][CH2:37]2)[N:46]=1, predict the reactants needed to synthesize it. The reactants are: C1(P(C2CCCCC2)C2C=CC=CC=2C2C(C(C)C)=CC(C(C)C)=CC=2C(C)C)CCCCC1.[O:35]1[CH2:40][CH2:39][N:38]([C:41]2[N:46]=[C:45]([NH2:47])[CH:44]=[CH:43][CH:42]=2)[CH2:37][CH2:36]1.Cl[C:49]1[C:58]2[C:53](=[C:54]([Cl:59])[CH:55]=[CH:56][CH:57]=2)[N:52]=[C:51]([C:60]2[CH:65]=[C:64]([CH3:66])[CH:63]=[CH:62][N:61]=2)[C:50]=1[CH3:67].CC(C)([O-])C.[Na+]. (4) Given the product [CH3:35][C:30]1[CH:31]=[CH:32][CH:33]=[CH:34][C:29]=1[CH2:28][NH:25][C:26]([N:11]1[CH2:10][CH2:9][CH:8]([O:7][C:6]2[CH:14]=[CH:15][C:3]([F:2])=[CH:4][CH:5]=2)[CH2:13][CH2:12]1)=[O:27], predict the reactants needed to synthesize it. The reactants are: Cl.[F:2][C:3]1[CH:15]=[CH:14][C:6]([O:7][CH:8]2[CH2:13][CH2:12][NH:11][CH2:10][CH2:9]2)=[CH:5][CH:4]=1.C(N(C(C)C)CC)(C)C.[N:25]([CH2:28][C:29]1[CH:34]=[CH:33][CH:32]=[CH:31][C:30]=1[CH3:35])=[C:26]=[O:27]. (5) Given the product [C:1]([C:4]1[C:22](=[O:23])[C@@:8]2([CH3:24])[C:9]3[C:15]([OH:16])=[CH:14][C:13]([O:17][CH3:18])=[C:12]([C:19]([NH:21][CH2:39][C:29]4[C:30]5[C:35](=[CH:34][CH:33]=[C:32]([F:38])[CH:31]=5)[CH:36]=[CH:37][C:28]=4[CH2:26][CH3:27])=[O:20])[C:10]=3[O:11][C:7]2=[CH:6][C:5]=1[OH:25])(=[O:3])[CH3:2], predict the reactants needed to synthesize it. The reactants are: [C:1]([C:4]1[C:22](=[O:23])[C@@:8]2([CH3:24])[C:9]3[C:15]([OH:16])=[CH:14][C:13]([O:17][CH3:18])=[C:12]([C:19]([NH2:21])=[O:20])[C:10]=3[O:11][C:7]2=[CH:6][C:5]=1[OH:25])(=[O:3])[CH3:2].[CH2:26]([C:28]1[CH:37]=[CH:36][C:35]2[C:30](=[CH:31][C:32]([F:38])=[CH:33][CH:34]=2)[C:29]=1[CH:39]=O)[CH3:27].C([SiH](CC)CC)C.FC(F)(F)C(O)=O. (6) Given the product [Br:11][CH2:12][C:13]([NH:1][C:2]1[CH:3]=[C:4]([CH3:8])[CH:5]=[CH:6][CH:7]=1)=[O:14], predict the reactants needed to synthesize it. The reactants are: [NH2:1][C:2]1[CH:7]=[CH:6][CH:5]=[C:4]([CH3:8])[CH:3]=1.[OH-].[Na+].[Br:11][CH2:12][C:13](Cl)=[O:14].